From a dataset of Catalyst prediction with 721,799 reactions and 888 catalyst types from USPTO. Predict which catalyst facilitates the given reaction. (1) Reactant: [Br:1][C:2]1[CH:3]=[C:4]([S:18][C:19]2[CH:20]=[C:21]([CH:25]=[CH:26][CH:27]=2)[C:22](O)=[O:23])[C:5]([NH:8][C:9]2[S:10][C:11]3[C:16]([N:17]=2)=[CH:15][CH:14]=[CH:13][N:12]=3)=[N:6][CH:7]=1.[CH3:28][N:29]([CH3:33])[CH2:30][CH2:31][NH2:32].Cl.CN(C)CCCN=C=NCC.C1C=CC2N(O)N=NC=2C=1.O.C(N(CC)C(C)C)(C)C. Product: [Br:1][C:2]1[CH:3]=[C:4]([S:18][C:19]2[CH:20]=[C:21]([CH:25]=[CH:26][CH:27]=2)[C:22]([NH:32][CH2:31][CH2:30][N:29]([CH3:33])[CH3:28])=[O:23])[C:5]([NH:8][C:9]2[S:10][C:11]3[C:16]([N:17]=2)=[CH:15][CH:14]=[CH:13][N:12]=3)=[N:6][CH:7]=1. The catalyst class is: 18. (2) Reactant: [S:1]1[CH2:5][C:4](=[O:6])[NH:3][C:2]1=[O:7].[O:8]([CH2:15][C:16](=O)[CH3:17])[C:9]1[CH:14]=[CH:13][CH:12]=[CH:11][CH:10]=1.N1CCCCC1.C(O)(=O)C. Product: [CH3:17][C:16](=[C:5]1[S:1][C:2](=[O:7])[NH:3][C:4]1=[O:6])[CH2:15][O:8][C:9]1[CH:14]=[CH:13][CH:12]=[CH:11][CH:10]=1. The catalyst class is: 93. (3) Reactant: Br[C:2]1[CH:21]=[CH:20][C:5]([CH2:6][O:7][C@@H:8]2[CH2:13][O:12][C:11]3=[N:14][C:15]([N+:17]([O-:19])=[O:18])=[CH:16][N:10]3[CH2:9]2)=[CH:4][CH:3]=1.[B:22]1([B:22]2[O:26][C:25]([CH3:28])([CH3:27])[C:24]([CH3:30])([CH3:29])[O:23]2)[O:26][C:25]([CH3:28])([CH3:27])[C:24]([CH3:30])([CH3:29])[O:23]1.CC([O-])=O.[K+]. Product: [N+:17]([C:15]1[N:14]=[C:11]2[N:10]([CH:16]=1)[CH2:9][C@H:8]([O:7][CH2:6][C:5]1[CH:20]=[CH:21][C:2]([B:22]3[O:26][C:25]([CH3:28])([CH3:27])[C:24]([CH3:30])([CH3:29])[O:23]3)=[CH:3][CH:4]=1)[CH2:13][O:12]2)([O-:19])=[O:18]. The catalyst class is: 418. (4) Reactant: [CH:1]1([C:4]2[N:9]=[C:8](O)[CH:7]=[C:6]([O:11][CH3:12])[N:5]=2)[CH2:3][CH2:2]1.[F:13][C:14]([F:28])([F:27])[CH2:15][O:16]S(C1C=CC(C)=CC=1)(=O)=O.[F-].[Cs+].O. Product: [CH:1]1([C:4]2[N:5]=[C:6]([O:11][CH3:12])[CH:7]=[C:8]([O:16][CH2:15][C:14]([F:13])([F:27])[F:28])[N:9]=2)[CH2:3][CH2:2]1. The catalyst class is: 9. (5) Reactant: [CH2:1]([C:7]1([CH2:24][CH2:25][CH2:26][CH2:27][CH2:28][CH3:29])[C:19]2[CH:18]=[C:17]3[CH:20]=[C:21]([CH3:23])[CH2:22][C:16]3=[CH:15][C:14]=2[C:13]2[C:8]1=[CH:9][CH:10]=[CH:11][CH:12]=2)[CH2:2][CH2:3][CH2:4][CH2:5][CH3:6].C([Li])CCC.C(N)(C)(C)C.[C:40]([NH:44][Si:45](C1C2C(=CC3C(CCCCCC)(CCCCCC)C4C(C=3C=2)=CC=CC=4)C=C1C)([CH3:47])[CH3:46])([CH3:43])([CH3:42])[CH3:41]. Product: [C:40]([NH:44][Si:45]([CH:20]1[C:17]2=[CH:18][C:19]3[C:7]([CH2:1][CH2:2][CH2:3][CH2:4][CH2:5][CH3:6])([CH2:24][CH2:25][CH2:26][CH2:27][CH2:28][CH3:29])[C:8]4[C:13]([C:14]=3[CH:15]=[C:16]2[CH:22]=[C:21]1[CH3:23])=[CH:12][CH:11]=[CH:10][CH:9]=4)([CH3:47])[CH3:46])([CH3:43])([CH3:42])[CH3:41]. The catalyst class is: 27.